From a dataset of Reaction yield outcomes from USPTO patents with 853,638 reactions. Predict the reaction yield, written as a fraction of the theoretical maximum amount of product (1.0 means a 100% yield; for example, 0.34 means a 34% yield). (1) The yield is 0.990. The reactants are C([O:8][C:9]1[N:13]([CH:14]([CH3:16])[CH3:15])[N:12]=[C:11](/[CH:17]=[CH:18]/[C:19]([O:21][CH2:22][CH3:23])=[O:20])[CH:10]=1)C1C=CC=CC=1. The catalyst is [C].[Pd].C(O)C. The product is [CH:14]([N:13]1[C:9](=[O:8])[CH2:10][C:11]([CH2:17][CH2:18][C:19]([O:21][CH2:22][CH3:23])=[O:20])=[N:12]1)([CH3:16])[CH3:15]. (2) The reactants are C([O:5][C:6](=[O:44])[C:7]1[CH:12]=[CH:11][C:10]([O:13][C:14]2[CH:19]=[CH:18][C:17]([CH2:20][N:21]3[CH2:26][CH2:25][CH:24]([N:27]4[C@H:31]([CH2:32][CH:33]([CH3:35])[CH3:34])[CH2:30][N:29]([CH:36]5[CH2:40][CH2:39][CH2:38][CH2:37]5)[C:28]4=[O:41])[CH2:23][CH2:22]3)=[C:16]([CH2:42][CH3:43])[N:15]=2)=[CH:9][CH:8]=1)(C)(C)C.C(O)(C(F)(F)F)=O. The catalyst is C(Cl)Cl. The product is [CH:36]1([N:29]2[CH2:30][C@@H:31]([CH2:32][CH:33]([CH3:35])[CH3:34])[N:27]([CH:24]3[CH2:25][CH2:26][N:21]([CH2:20][C:17]4[CH:18]=[CH:19][C:14]([O:13][C:10]5[CH:11]=[CH:12][C:7]([C:6]([OH:44])=[O:5])=[CH:8][CH:9]=5)=[N:15][C:16]=4[CH2:42][CH3:43])[CH2:22][CH2:23]3)[C:28]2=[O:41])[CH2:40][CH2:39][CH2:38][CH2:37]1. The yield is 0.530.